From a dataset of Reaction yield outcomes from USPTO patents with 853,638 reactions. Predict the reaction yield, written as a fraction of the theoretical maximum amount of product (1.0 means a 100% yield; for example, 0.34 means a 34% yield). (1) The reactants are C([O:3][C:4]([C:6]1[CH:7]=[C:8]2[N:14]([N:15]=1)[C:13]1[CH:16]=[C:17]([Br:20])[CH:18]=[CH:19][C:12]=1[O:11][CH2:10][CH2:9]2)=O)C.[NH3:21].CO. No catalyst specified. The product is [Br:20][C:17]1[CH:18]=[CH:19][C:12]2[O:11][CH2:10][CH2:9][C:8]3[N:14]([N:15]=[C:6]([C:4]([NH2:21])=[O:3])[CH:7]=3)[C:13]=2[CH:16]=1. The yield is 0.800. (2) The reactants are Cl[C:2]1[N:7]2[N:8]=[CH:9][CH:10]=[C:6]2[N:5]=[C:4]([C:11]2[CH:16]=[CH:15][C:14]([Cl:17])=[CH:13][CH:12]=2)[CH:3]=1.C(N(CC)CC)C.[H][H]. The catalyst is CCO.[Pd]. The product is [Cl:17][C:14]1[CH:13]=[CH:12][C:11]([C:4]2[CH:3]=[CH:2][N:7]3[N:8]=[CH:9][CH:10]=[C:6]3[N:5]=2)=[CH:16][CH:15]=1. The yield is 0.670. (3) The reactants are [CH3:1][C:2]1[C@@H:3]([C:15]([OH:17])=O)[N:4]2[CH2:9][C@@H:7]([CH:8]=1)[N:6]([O:10][CH2:11][CH:12]=[CH2:13])[C:5]2=[O:14].[NH2:18][CH:19]1[CH2:24][CH2:23][N:22]([C:25]([O:27][C:28]([CH3:31])([CH3:30])[CH3:29])=[O:26])[CH2:21][CH2:20]1.CN(C(ON1N=NC2C=CC=NC1=2)=[N+](C)C)C.F[P-](F)(F)(F)(F)F.CCN(C(C)C)C(C)C. The catalyst is C(OCC)(=O)C.CN(C)C=O. The product is [CH3:1][C:2]1[C@@H:3]([C:15]([NH:18][CH:19]2[CH2:20][CH2:21][N:22]([C:25]([O:27][C:28]([CH3:31])([CH3:30])[CH3:29])=[O:26])[CH2:23][CH2:24]2)=[O:17])[N:4]2[CH2:9][C@@H:7]([CH:8]=1)[N:6]([O:10][CH2:11][CH:12]=[CH2:13])[C:5]2=[O:14]. The yield is 0.400. (4) The reactants are [NH2:1][C:2]1[C:12]([F:13])=[CH:11][CH:10]=[CH:9][C:3]=1[C:4]([NH:6][CH2:7][CH3:8])=[O:5].CN1CCCC1=O.C(N(CC)C(C)C)(C)C.[Cl:30][C:31]1[N:36]=[C:35](Cl)[C:34]([Cl:38])=[CH:33][N:32]=1. No catalyst specified. The product is [Cl:30][C:31]1[N:36]=[C:35]([NH:1][C:2]2[C:12]([F:13])=[CH:11][CH:10]=[CH:9][C:3]=2[C:4]([NH:6][CH2:7][CH3:8])=[O:5])[C:34]([Cl:38])=[CH:33][N:32]=1. The yield is 0.500. (5) The reactants are C([N:8]1[CH:12]([CH3:13])[CH2:11][CH:10]([CH2:14][N:15]2[C:23]3[C:18](=[CH:19][C:20]([C:24]4[CH:25]=[N:26][N:27]([CH:29]5[CH2:34][CH2:33][CH2:32][CH2:31][O:30]5)[CH:28]=4)=[CH:21][CH:22]=3)[CH:17]=[CH:16]2)[CH2:9]1)C1C=CC=CC=1.C([O-])=O.[NH4+].C(OCC)(=O)C. The catalyst is CO. The product is [CH3:13][CH:12]1[NH:8][CH2:9][CH:10]([CH2:14][N:15]2[C:23]3[C:18](=[CH:19][C:20]([C:24]4[CH:25]=[N:26][N:27]([CH:29]5[CH2:34][CH2:33][CH2:32][CH2:31][O:30]5)[CH:28]=4)=[CH:21][CH:22]=3)[CH:17]=[CH:16]2)[CH2:11]1. The yield is 0.250. (6) The catalyst is O. The yield is 0.850. The product is [I:1][C:2]1[CH:7]=[CH:6][C:5]([O:8][C:10]2[CH:18]=[CH:17][C:13]([C:14]([NH2:16])=[O:15])=[CH:12][N:11]=2)=[CH:4][CH:3]=1. The reactants are [I:1][C:2]1[CH:7]=[CH:6][C:5]([OH:8])=[CH:4][CH:3]=1.Cl[C:10]1[CH:18]=[CH:17][C:13]([C:14]([NH2:16])=[O:15])=[CH:12][N:11]=1.C(=O)([O-])[O-].[K+].[K+].CC(N(C)C)=O. (7) The reactants are C([O:3][C:4](=[O:22])[C:5]1[CH:10]=[CH:9][CH:8]=[C:7]([NH:11][S:12]([C:15]2[CH:20]=[CH:19][CH:18]=[C:17]([Cl:21])[CH:16]=2)(=[O:14])=[O:13])[CH:6]=1)C.[OH-].[K+].Cl. The catalyst is C(O)C. The product is [Cl:21][C:17]1[CH:16]=[C:15]([S:12]([NH:11][C:7]2[CH:6]=[C:5]([CH:10]=[CH:9][CH:8]=2)[C:4]([OH:22])=[O:3])(=[O:14])=[O:13])[CH:20]=[CH:19][CH:18]=1. The yield is 0.700. (8) The reactants are Cl[C:2]1[C:11]2[C:6](=[CH:7][CH:8]=[CH:9][CH:10]=2)[N:5]=[C:4]([N:12]2[CH2:17][CH2:16][CH2:15][CH2:14][CH2:13]2)[N:3]=1.[CH3:18][NH:19][CH2:20][C:21]1[CH:26]=[CH:25][CH:24]=[CH:23][CH:22]=1. The catalyst is CC(O)C.CCOC(C)=O. The product is [CH2:20]([N:19]([CH3:18])[C:2]1[C:11]2[C:6](=[CH:7][CH:8]=[CH:9][CH:10]=2)[N:5]=[C:4]([N:12]2[CH2:17][CH2:16][CH2:15][CH2:14][CH2:13]2)[N:3]=1)[C:21]1[CH:26]=[CH:25][CH:24]=[CH:23][CH:22]=1. The yield is 0.640. (9) The reactants are [F:1][C:2]1[CH:14]=[CH:13][C:5]([C:6]([O:8][C:9]([CH3:12])([CH3:11])[CH3:10])=[O:7])=[CH:4][C:3]=1[CH2:15][NH:16][CH3:17].[CH2:18]([O:25][C:26]([NH:28][C@@H:29]([C:31](O)=[O:32])[CH3:30])=[O:27])[C:19]1[CH:24]=[CH:23][CH:22]=[CH:21][CH:20]=1.C1C=CC2N(O)N=NC=2C=1.O.C1CCC(N=C=NC2CCCCC2)CC1. The catalyst is CN(C=O)C. The product is [F:1][C:2]1[CH:14]=[CH:13][C:5]([C:6]([O:8][C:9]([CH3:11])([CH3:12])[CH3:10])=[O:7])=[CH:4][C:3]=1[CH2:15][NH:16][CH2:17][C:31](=[O:32])[C@@H:29]([CH3:30])[NH:28][C:26]([O:25][CH2:18][C:19]1[CH:24]=[CH:23][CH:22]=[CH:21][CH:20]=1)=[O:27]. The yield is 0.730.